From a dataset of Peptide-MHC class I binding affinity with 185,985 pairs from IEDB/IMGT. Regression. Given a peptide amino acid sequence and an MHC pseudo amino acid sequence, predict their binding affinity value. This is MHC class I binding data. (1) The peptide sequence is VMAASGAPF. The MHC is HLA-A69:01 with pseudo-sequence HLA-A69:01. The binding affinity (normalized) is 0.0847. (2) The binding affinity (normalized) is 0.782. The MHC is HLA-A33:01 with pseudo-sequence HLA-A33:01. The peptide sequence is TTYMDTFFR. (3) The peptide sequence is RHYSASFKK. The MHC is HLA-A02:01 with pseudo-sequence HLA-A02:01. The binding affinity (normalized) is 0.0847. (4) The peptide sequence is DYVPTNKWV. The MHC is HLA-A02:01 with pseudo-sequence HLA-A02:01. The binding affinity (normalized) is 0.0847.